Task: Predict the reactants needed to synthesize the given product.. Dataset: Retrosynthesis with 50K atom-mapped reactions and 10 reaction types from USPTO (1) Given the product COc1nc(/C=C\[C@H]2CCC(=O)N2)ccc1Cl, predict the reactants needed to synthesize it. The reactants are: COc1nc(C#C[C@H]2CCC(=O)N2)ccc1Cl. (2) Given the product CCOC(=O)Cc1ccc(OC)c(Oc2ccc(C(F)(F)F)cc2CNCc2ccccc2)c1, predict the reactants needed to synthesize it. The reactants are: CCOC(=O)Cc1ccc(OC)c(Oc2ccc(C(F)(F)F)cc2C=O)c1.NCc1ccccc1. (3) The reactants are: CCO[C@@H](Cc1ccc(O)cc1Cl)C(=O)OC.Cc1oc(C(C)(C)C)nc1CCl. Given the product CCO[C@@H](Cc1ccc(OCc2nc(C(C)(C)C)oc2C)cc1Cl)C(=O)OC, predict the reactants needed to synthesize it. (4) The reactants are: CC(C)(C)OC(=O)NCCC(=O)O.CC(C)C[C@H](N)C(=O)OCCOc1ccc(-c2c(C#N)c(SCc3csc(-c4ccc(Cl)cc4)n3)nc(N3CCCC3)c2C#N)cc1. Given the product CC(C)C[C@H](NC(=O)CCNC(=O)OC(C)(C)C)C(=O)OCCOc1ccc(-c2c(C#N)c(SCc3csc(-c4ccc(Cl)cc4)n3)nc(N3CCCC3)c2C#N)cc1, predict the reactants needed to synthesize it.